From a dataset of Full USPTO retrosynthesis dataset with 1.9M reactions from patents (1976-2016). Predict the reactants needed to synthesize the given product. (1) Given the product [OH:22][CH2:21][C:19]1[N:20]=[C:16]([C@H:12]2[CH2:13][CH2:14][CH2:15][N:11]2[C:9]([O:8][CH2:1][C:2]2[CH:7]=[CH:6][CH:5]=[CH:4][CH:3]=2)=[O:10])[O:17][CH:18]=1, predict the reactants needed to synthesize it. The reactants are: [CH2:1]([O:8][C:9]([N:11]1[CH2:15][CH2:14][CH2:13][C@@H:12]1[C:16]1[O:17][CH:18]=[C:19]([C:21](OC)=[O:22])[N:20]=1)=[O:10])[C:2]1[CH:7]=[CH:6][CH:5]=[CH:4][CH:3]=1.[Li+].[BH4-].C(OCC)(=O)C.Cl. (2) Given the product [Cl:18][C:19]1[CH:24]=[CH:23][C:22]([CH:28]=[O:29])=[C:21]([C:2]2[CH:3]=[CH:4][C:5]([C:8]([NH:10][CH2:11][CH2:12][C:13]([O:15][CH2:16][CH3:17])=[O:14])=[O:9])=[N:6][CH:7]=2)[CH:20]=1, predict the reactants needed to synthesize it. The reactants are: Br[C:2]1[CH:3]=[CH:4][C:5]([C:8]([NH:10][CH2:11][CH2:12][C:13]([O:15][CH2:16][CH3:17])=[O:14])=[O:9])=[N:6][CH:7]=1.[Cl:18][C:19]1[CH:20]=[CH:21][C:22]([CH:28]=[O:29])=[C:23](B(O)O)[CH:24]=1.C([O-])([O-])=O.[K+].[K+].O. (3) The reactants are: [Si]([O:8][C:9]1[CH:10]=[C:11]([NH:15][C:16]2[C:21]([Cl:22])=[CH:20][N:19]=[C:18](Cl)[N:17]=2)[CH:12]=[CH:13][CH:14]=1)(C(C)(C)C)(C)C.[Br:24][C:25]1[CH:26]=[C:27]([NH:34]C(=O)OC(C)(C)C)[CH:28]=[C:29]([CH2:31][CH2:32][OH:33])[CH:30]=1. Given the product [Br:24][C:25]1[CH:26]=[C:27]([NH:34][C:18]2[N:17]=[C:16]([NH:15][C:11]3[CH:10]=[C:9]([OH:8])[CH:14]=[CH:13][CH:12]=3)[C:21]([Cl:22])=[CH:20][N:19]=2)[CH:28]=[C:29]([CH2:31][CH2:32][OH:33])[CH:30]=1, predict the reactants needed to synthesize it. (4) The reactants are: [C:1]([C:5]1[CH:13]=[CH:12][C:8]([C:9](O)=[O:10])=[CH:7][C:6]=1[O:14][CH3:15])([CH3:4])([CH3:3])[CH3:2].[H-].[H-].[H-].[H-].[Li+].[Al+3]. Given the product [C:1]([C:5]1[CH:13]=[CH:12][C:8]([CH2:9][OH:10])=[CH:7][C:6]=1[O:14][CH3:15])([CH3:4])([CH3:2])[CH3:3], predict the reactants needed to synthesize it. (5) The reactants are: C([Li])CCC.[C:6](#[N:8])[CH3:7].[C:9]([O:13][C:14]([N:16]1[CH2:21][CH2:20][N:19]([C:22]2[CH:27]=[CH:26][CH:25]=[C:24]([C:28]3[C:36]4[C:31](=[CH:32][N:33]=[C:34](Br)[CH:35]=4)[N:30]([CH:38]4[CH2:43][CH2:42][CH2:41][CH2:40][O:39]4)[N:29]=3)[N:23]=2)[CH2:18][CH2:17]1)=[O:15])([CH3:12])([CH3:11])[CH3:10].[NH4+].[Cl-]. Given the product [C:6]([CH2:7][C:34]1[CH:35]=[C:36]2[C:28]([C:24]3[N:23]=[C:22]([N:19]4[CH2:20][CH2:21][N:16]([C:14]([O:13][C:9]([CH3:12])([CH3:10])[CH3:11])=[O:15])[CH2:17][CH2:18]4)[CH:27]=[CH:26][CH:25]=3)=[N:29][N:30]([CH:38]3[CH2:43][CH2:42][CH2:41][CH2:40][O:39]3)[C:31]2=[CH:32][N:33]=1)#[N:8], predict the reactants needed to synthesize it. (6) Given the product [CH3:20][N:21]1[CH2:26][CH2:25][N:24]([C:8]2[O:9][C:10]3[CH:16]=[CH:15][C:14]([N+:17]([O-:19])=[O:18])=[CH:13][C:11]=3[N:12]=2)[CH2:23][CH2:22]1, predict the reactants needed to synthesize it. The reactants are: P(Cl)(Cl)(Cl)(Cl)Cl.S[C:8]1[O:9][C:10]2[CH:16]=[CH:15][C:14]([N+:17]([O-:19])=[O:18])=[CH:13][C:11]=2[N:12]=1.[CH3:20][N:21]1[CH2:26][CH2:25][NH:24][CH2:23][CH2:22]1. (7) Given the product [C:18]([C:17]1[CH:20]=[C:13]([C:11]2[O:10][N:9]=[C:8]([C:4]3[C:3]([C:25]([F:28])([F:27])[F:26])=[C:2]([CH2:50][CH2:51][CH2:52][C:53]([O:55][CH2:56][CH3:57])=[O:54])[CH:7]=[CH:6][CH:5]=3)[N:12]=2)[CH:14]=[CH:15][C:16]=1[O:21][CH:22]([CH3:24])[CH3:23])#[N:19], predict the reactants needed to synthesize it. The reactants are: Br[C:2]1[C:3]([C:25]([F:28])([F:27])[F:26])=[C:4]([C:8]2[N:12]=[C:11]([C:13]3[CH:14]=[CH:15][C:16]([O:21][CH:22]([CH3:24])[CH3:23])=[C:17]([CH:20]=3)[C:18]#[N:19])[O:10][N:9]=2)[CH:5]=[CH:6][CH:7]=1.CC(P(C(C)(C)C)C(C)(C)C)(C)C.C([O-])([O-])=O.[Cs+].[Cs+].Br[Zn][CH2:50][CH2:51][CH2:52][C:53]([O:55][CH2:56][CH3:57])=[O:54]. (8) Given the product [CH3:3]/[C:4](/[CH:11]=[CH:12]/[CH:13]=[C:14](\[CH3:26])/[CH2:15][CH2:16]/[CH:17]=[C:18](\[CH3:25])/[CH2:19][CH2:20][CH:21]=[C:22]([CH3:24])[CH3:23])=[CH:5]\[C:6]([OH:8])=[O:7], predict the reactants needed to synthesize it. The reactants are: [OH-].[K+].[CH3:3]/[C:4](/[CH:11]=[CH:12]/[CH:13]=[C:14](\[CH3:26])/[CH2:15][CH2:16]/[CH:17]=[C:18](\[CH3:25])/[CH2:19][CH2:20][CH:21]=[C:22]([CH3:24])[CH3:23])=[CH:5]\[C:6]([O:8]CC)=[O:7].